From a dataset of CYP2C19 inhibition data for predicting drug metabolism from PubChem BioAssay. Regression/Classification. Given a drug SMILES string, predict its absorption, distribution, metabolism, or excretion properties. Task type varies by dataset: regression for continuous measurements (e.g., permeability, clearance, half-life) or binary classification for categorical outcomes (e.g., BBB penetration, CYP inhibition). Dataset: cyp2c19_veith. (1) The drug is CCOC(=O)c1cc(-c2ccccc2)sc1NC(=O)C(C)(C)C. The result is 0 (non-inhibitor). (2) The compound is O=c1c(-c2ccc(F)cc2)nc2cncnc2n1Cc1ccccc1. The result is 0 (non-inhibitor). (3) The molecule is O=C1C=CC(=Nc2cccc3c(N=C4C=CC(=O)O4)cccc23)O1. The result is 0 (non-inhibitor).